This data is from Ames mutagenicity test results for genotoxicity prediction. The task is: Regression/Classification. Given a drug SMILES string, predict its toxicity properties. Task type varies by dataset: regression for continuous values (e.g., LD50, hERG inhibition percentage) or binary classification for toxic/non-toxic outcomes (e.g., AMES mutagenicity, cardiotoxicity, hepatotoxicity). Dataset: ames. (1) The molecule is O=[N+]([O-])c1ccc2c3c(c4cccc5ccc1c2c54)CCCC3. The result is 1 (mutagenic). (2) The compound is O=[N+]([O-])c1ccc2ccc3cccc4c5ccccc5c1c2c34. The result is 1 (mutagenic). (3) The molecule is O=C(Nc1snc2ccccc12)c1ccccc1. The result is 1 (mutagenic). (4) The compound is CCCC1(O)CCC2C3CCC4CC(=O)CC(C)C4(C)C3CCC21C. The result is 0 (non-mutagenic). (5) The molecule is CCc1cc(N)cc(C)c1Cc1c(C)cc(N)cc1CC. The result is 0 (non-mutagenic).